Dataset: Forward reaction prediction with 1.9M reactions from USPTO patents (1976-2016). Task: Predict the product of the given reaction. Given the reactants Cl.[Br:2][C:3]1[CH:4]=[C:5]2[C:9](=[CH:10][CH:11]=1)[CH2:8][NH:7][CH2:6]2.[H-].[Na+].I[CH:15]([CH3:17])[CH3:16], predict the reaction product. The product is: [Br:2][C:3]1[CH:4]=[C:5]2[C:9](=[CH:10][CH:11]=1)[CH2:8][N:7]([CH:15]([CH3:17])[CH3:16])[CH2:6]2.